From a dataset of Experimentally validated miRNA-target interactions with 360,000+ pairs, plus equal number of negative samples. Binary Classification. Given a miRNA mature sequence and a target amino acid sequence, predict their likelihood of interaction. (1) The miRNA is hsa-miR-1199-3p with sequence UGCGGCCGGUGCUCAACCUGC. The protein sequence of the target gene is MSYIPGQPVTAVVQRVEIHKLRQGENLILGFSIGGGIDQDPSQNPFSEDKTDKGIYVTRVSEGGPAEIAGLQIGDKIMQVNGWDMTMVTHDQARKRLTKRSEEVVRLLVTRQSLQKAVQQSMLS. Result: 0 (no interaction). (2) Result: 1 (interaction). The protein sequence of the target gene is MVGGLKRKHSDLEEEEERWEWSPAGLQSYQQALLRISLDKVQRSLGPRAPSLRRHVLIHNTLQQLQAALRLAPAPALPPEPLFLGEEDFSLSATIGSILRELDTSMDGTEPPQNPVTPLGLQNEVPPQPDPVFLEALSSRYLGDSGLDDFFLDIDTSAVEKEPARAPPEPPHNLFCAPGSWEWNELDHIMEIILGS. The miRNA is hsa-miR-6124 with sequence GGGAAAAGGAAGGGGGAGGA. (3) The miRNA is hsa-miR-1262 with sequence AUGGGUGAAUUUGUAGAAGGAU. The protein sequence of the target gene is MADVLSVLRQYNIQKKEIVVKGDEVIFGEFSWPKNVKTNYVVWGTGKEGQPREYYTLDSILFLLNNVHLSHPVYVRRAATENIPVVRRPDRKDLLGYLNGEASTSASIDRSAPLEIGLQRSTQVKRAADEVLAEAKKPRIEDEECVRLDKERLAARLEGHKEGIVQTEQIRSLSEAMSVEKIAAIKAKIMAKKRSTIKTDLDDDITALKQRSFVDAEVDVTRDIVSRERVWRTRTTILQSTGKNFSKNIFAILQSVKAREEGRAPEQRPAPNAAPVDPTLRTKQPIPAAYNRYDQERFKG.... Result: 1 (interaction). (4) The miRNA is hsa-miR-518a-3p with sequence GAAAGCGCUUCCCUUUGCUGGA. The protein sequence of the target gene is MANDPLEGFHEVNLASPTSPDLLGVCDPGTQEQTTSPSVIYRPHPSTLCAAPLQANALDLSDLPTQPVYSSPRHFNCAEVSNISAHAPDPASSVPSAVASGLTKLTSRKDSCNAEREFLQGATITEASAGNDDIFGLSTDSLSRLRSPSVLEVREKGYERLKEELAKAQREAHKMVREANVKQATAEKQLKEAQGKIDVLQAEVAALKTLVLSSSPTSPTQEPLAAAKTPFKRGHTRNKSTSSAMGGSHQDLSVIQPIVKDCKEADLSLYNEFRSWKDEPTMDRTCPFLDKIYQEDIFPC.... Result: 0 (no interaction). (5) The miRNA is hsa-miR-4288 with sequence UUGUCUGCUGAGUUUCC. The protein sequence of the target gene is MLVNRWLFSTNHKDIGTLYLLFGAWAGMVGTALSILIRAELGQPGALLGDDQIYNVIVTAHAFVMIFFMVMPMMIGGFGNWLVPLMIGAPDMAFPRMNNMSFWLLPPSFLLLLASSMVEAGAGTGWTVYPPLAGNLAHAGASVDLTIFSLHLAGVSSILGAINFITTIINMKPPAMTQYQTPLFVWSVLITAVLLLLSLPVLAAGITMLLTDRNLNTTFFDPAGGGDPILYQHLFWFFGHPEVYILILPGFGIISHVVTYYSGKKEPFGYMGMVWAMMSIGFLGFIVWAHHMFTVGLDVD.... Result: 0 (no interaction). (6) The miRNA is mmu-miR-299a-5p with sequence UGGUUUACCGUCCCACAUACAU. The protein sequence of the target gene is MLRAPGCLLRTSVAPAAALAAALLSSLARCSLLEPRDPVASSLSPYFGTKTRYEDVNPVLLSGPEAPWRDPELLEGTCTPVQLVALIRHGTRYPTVKQIRKLRQLHGLLQARGSRDGGASSTGSRDLGAALADWPLWYADWMDGQLVEKGRQDMRQLALRLASLFPALFSRENYGRLRLITSSKHRCMDSSAAFLQGLWQHYHPGLPPPDVADMEFGPPTVNDKLMRFFDHCEKFLTEVEKNATALYHVEAFKTGPEMQNILKKVAATLQVPVNDLNADLIQVAFFTCSFDLAIKGVKSP.... Result: 0 (no interaction). (7) The miRNA is mmu-miR-672-5p with sequence UGAGGUUGGUGUACUGUGUGUGA. The protein sequence of the target gene is MSIEIPAGLTELLQGFTVEVLRHQPADLLEFALQHFTRLQQENERKGAARFGHEGRTWGDAGAAAGGGIPSKGVNFAEEPMRSDSENGEEEEAAEAGAFNAPVINRFTRRASVCAEAYNPDEEEDDAESRIIHPKTDDQRNRLQEACKDILLFKNLDPEQMSQVLDAMFEKLVKEGEHVIDQGDDGDNFYVIDRGTFDIYVKCDGVGRCVGNYDNRGSFGELALMYNTPRAATITATSPGALWGLDRVTFRRIIVKNNAKKRKMYESFIESLPFLKSLEVSERLKVVDVIGTKVYNDGEQ.... Result: 0 (no interaction). (8) The miRNA is mmu-miR-3963 with sequence UGUAUCCCACUUCUGACAC. The protein sequence of the target gene is MWLLVSVILISRISSVGGEAMFCDFPKINHGILYDEEKYKPFSQVPTGEVFYYSCEYNFVSPSKSFWTRITCAEEGWSPTPKCLRLCFFPFVENGHSESSGQTHLEGDTVQIICNTGYRLQNNENNISCVERGWSTPPKCRSTISAEKCGPPPPIDNGDITSFLLSVYAPGSSVEYQCQNLYQLEGNNQITCRNGQWSEPPKCLDPCVISQEIMEKYNIKLKWTNQQKLYSRTGDIVEFVCKSGYHPTKSHSFRAMCQNGKLVYPSCEEK. Result: 0 (no interaction).